From a dataset of Catalyst prediction with 721,799 reactions and 888 catalyst types from USPTO. Predict which catalyst facilitates the given reaction. (1) Reactant: Cl.[CH3:2][O:3][C:4]1[CH:9]=[CH:8][C:7]([NH:10][NH2:11])=[CH:6][CH:5]=1.C([O-])([O-])=O.[K+].[K+].[Cl:18][C:19]1[CH:20]=[C:21]([C:26](=O)/[CH:27]=[C:28](\O)/[CH2:29][O:30][CH:31]2[CH2:36][CH2:35][CH2:34][CH2:33][O:32]2)[CH:22]=[CH:23][C:24]=1[Cl:25]. Product: [Cl:18][C:19]1[CH:20]=[C:21]([C:26]2[N:10]([C:7]3[CH:8]=[CH:9][C:4]([O:3][CH3:2])=[CH:5][CH:6]=3)[N:11]=[C:28]([CH2:29][O:30][CH:31]3[CH2:36][CH2:35][CH2:34][CH2:33][O:32]3)[CH:27]=2)[CH:22]=[CH:23][C:24]=1[Cl:25]. The catalyst class is: 49. (2) Reactant: [Cl:1][C:2]1[CH:3]=[N:4][C:5]([N:8]2[CH2:13][CH2:12][CH:11]([C@H:14]([CH3:18])[CH2:15][C:16]#[CH:17])[CH2:10][CH2:9]2)=[N:6][CH:7]=1.[CH3:19][O:20][C:21](=[O:47])[C@@H:22]([NH:39][C:40]([O:42][C:43]([CH3:46])([CH3:45])[CH3:44])=[O:41])[CH2:23][C:24]1[CH:29]=[CH:28][C:27](OS(C(F)(F)F)(=O)=O)=[CH:26][C:25]=1[F:38].C(N(CC)CC)C. Product: [CH3:19][O:20][C:21](=[O:47])[C@@H:22]([NH:39][C:40]([O:42][C:43]([CH3:45])([CH3:44])[CH3:46])=[O:41])[CH2:23][C:24]1[CH:29]=[CH:28][C:27]([C:17]#[C:16][CH2:15][C@H:14]([CH:11]2[CH2:12][CH2:13][N:8]([C:5]3[N:6]=[CH:7][C:2]([Cl:1])=[CH:3][N:4]=3)[CH2:9][CH2:10]2)[CH3:18])=[CH:26][C:25]=1[F:38]. The catalyst class is: 441. (3) Reactant: [N+:1]([C:4]1[CH:5]=[N:6][N:7]([CH2:9][CH2:10][C:11]([OH:13])=O)[CH:8]=1)([O-:3])=[O:2].C(N(C(C)C)CC)(C)C.[NH:23]1[CH2:28][CH2:27][CH2:26][CH2:25][CH2:24]1.ON1C2C=CC=CC=2N=N1.CN(C)CCCN=C=NCC.C(=O)(O)[O-].[Na+]. Product: [N+:1]([C:4]1[CH:5]=[N:6][N:7]([CH2:9][CH2:10][C:11]([N:23]2[CH2:28][CH2:27][CH2:26][CH2:25][CH2:24]2)=[O:13])[CH:8]=1)([O-:3])=[O:2]. The catalyst class is: 3. (4) Reactant: [CH3:1][Si:2]([CH3:33])([CH3:32])[CH2:3][CH2:4][O:5][CH2:6][N:7]1[C:11]2[CH:12]=[CH:13][CH:14]=[CH:15][C:10]=2[N:9]=[C:8]1[C:16]1[O:17][C:18]2[CH:24]=[C:23]([C:25]3[CH:26]=[C:27]([OH:31])[CH:28]=[N:29][CH:30]=3)[CH:22]=[CH:21][C:19]=2[N:20]=1.Cl[C:35]([F:40])([F:39])C([O-])=O.[Na+].C(=O)([O-])[O-].[K+].[K+]. Product: [F:39][CH:35]([F:40])[O:31][C:27]1[CH:26]=[C:25]([C:23]2[CH:22]=[CH:21][C:19]3[N:20]=[C:16]([C:8]4[N:7]([CH2:6][O:5][CH2:4][CH2:3][Si:2]([CH3:33])([CH3:32])[CH3:1])[C:11]5[CH:12]=[CH:13][CH:14]=[CH:15][C:10]=5[N:9]=4)[O:17][C:18]=3[CH:24]=2)[CH:30]=[N:29][CH:28]=1. The catalyst class is: 245. (5) Reactant: Br.[OH:2][C:3]1[CH:12]=[CH:11][CH:10]=[C:9]2[C:4]=1[CH:5]=[CH:6][C:7]([CH3:13])=[N:8]2.C(=O)([O-])O.[Na+].OC1C=CC=C2C=1C=CC(C)=N2.N1C=CC=CC=1.[S:37](O[S:37]([C:40]([F:43])([F:42])[F:41])(=[O:39])=[O:38])([C:40]([F:43])([F:42])[F:41])(=[O:39])=[O:38].[Cl-].[NH4+]. Product: [F:41][C:40]([F:43])([F:42])[S:37]([O:2][C:3]1[CH:12]=[CH:11][CH:10]=[C:9]2[C:4]=1[CH:5]=[CH:6][C:7]([CH3:13])=[N:8]2)(=[O:39])=[O:38]. The catalyst class is: 802. (6) Reactant: [C:1]1([CH2:7][O:8][C:9]2[CH:14]=[CH:13][C:12]([C@@H:15]3[NH:19][C@H:18]([C:20]([O:22]C)=[O:21])[CH2:17][CH2:16]3)=[CH:11][CH:10]=2)[CH:6]=[CH:5][CH:4]=[CH:3][CH:2]=1.CO. Product: [C:1]1([CH2:7][O:8][C:9]2[CH:14]=[CH:13][C:12]([C@@H:15]3[NH:19][C@H:18]([C:20]([OH:22])=[O:21])[CH2:17][CH2:16]3)=[CH:11][CH:10]=2)[CH:2]=[CH:3][CH:4]=[CH:5][CH:6]=1. The catalyst class is: 20. (7) Reactant: [Cl-].O[NH3+:3].[C:4](=[O:7])([O-])[OH:5].[Na+].CS(C)=O.[CH3:13][C:14]1([CH3:48])[CH2:18][C:17]2[CH:19]=[C:20]([N:23]3[C:28](=[O:29])[C:27]([CH2:30][C:31]4[CH:36]=[CH:35][C:34]([C:37]5[C:38]([C:43]#[N:44])=[CH:39][CH:40]=[CH:41][CH:42]=5)=[CH:33][CH:32]=4)=[C:26]([CH2:45][CH2:46][CH3:47])[N:25]=[CH:24]3)[CH:21]=[CH:22][C:16]=2[O:15]1. Product: [CH3:13][C:14]1([CH3:48])[CH2:18][C:17]2[CH:19]=[C:20]([N:23]3[C:28](=[O:29])[C:27]([CH2:30][C:31]4[CH:36]=[CH:35][C:34]([C:37]5[CH:42]=[CH:41][CH:40]=[CH:39][C:38]=5[C:43]5[NH:3][C:4](=[O:7])[O:5][N:44]=5)=[CH:33][CH:32]=4)=[C:26]([CH2:45][CH2:46][CH3:47])[N:25]=[CH:24]3)[CH:21]=[CH:22][C:16]=2[O:15]1. The catalyst class is: 13.